Dataset: NCI-60 drug combinations with 297,098 pairs across 59 cell lines. Task: Regression. Given two drug SMILES strings and cell line genomic features, predict the synergy score measuring deviation from expected non-interaction effect. (1) Drug 1: C1=C(C(=O)NC(=O)N1)F. Drug 2: CC(C)CN1C=NC2=C1C3=CC=CC=C3N=C2N. Cell line: MDA-MB-435. Synergy scores: CSS=28.8, Synergy_ZIP=8.49, Synergy_Bliss=5.71, Synergy_Loewe=4.09, Synergy_HSA=4.85. (2) Drug 1: CN(C)N=NC1=C(NC=N1)C(=O)N. Drug 2: CC(C)NC(=O)C1=CC=C(C=C1)CNNC.Cl. Cell line: UACC-257. Synergy scores: CSS=-11.5, Synergy_ZIP=4.62, Synergy_Bliss=-3.68, Synergy_Loewe=-11.9, Synergy_HSA=-9.87. (3) Drug 1: C1=CN(C(=O)N=C1N)C2C(C(C(O2)CO)O)O.Cl. Drug 2: COCCOC1=C(C=C2C(=C1)C(=NC=N2)NC3=CC=CC(=C3)C#C)OCCOC.Cl. Cell line: SK-MEL-5. Synergy scores: CSS=27.6, Synergy_ZIP=-5.01, Synergy_Bliss=0.105, Synergy_Loewe=3.10, Synergy_HSA=3.13. (4) Drug 1: CC(C)(C1=NC(=CC=C1)N2C3=NC(=NC=C3C(=O)N2CC=C)NC4=CC=C(C=C4)N5CCN(CC5)C)O. Drug 2: CN1C=C(C=N1)C2=C3N=C(C(=C(N3N=C2)N)Br)C4CCCNC4. Cell line: T-47D. Synergy scores: CSS=16.0, Synergy_ZIP=10.7, Synergy_Bliss=13.4, Synergy_Loewe=4.90, Synergy_HSA=7.76.